From a dataset of Catalyst prediction with 721,799 reactions and 888 catalyst types from USPTO. Predict which catalyst facilitates the given reaction. (1) Reactant: [CH2:1]([N:8]([CH2:32][CH2:33][OH:34])[CH2:9][CH:10]([C:12]1[C:16]([CH3:17])=[C:15]([C:18]2[CH:23]=[CH:22][C:21]([Cl:24])=[CH:20][CH:19]=2)[N:14]([C:25]2[CH:30]=[CH:29][CH:28]=[CH:27][C:26]=2[Cl:31])[N:13]=1)O)[C:2]1[CH:7]=[CH:6][CH:5]=[CH:4][CH:3]=1. Product: [CH2:1]([N:8]1[CH2:32][CH2:33][O:34][CH:10]([C:12]2[C:16]([CH3:17])=[C:15]([C:18]3[CH:19]=[CH:20][C:21]([Cl:24])=[CH:22][CH:23]=3)[N:14]([C:25]3[CH:30]=[CH:29][CH:28]=[CH:27][C:26]=3[Cl:31])[N:13]=2)[CH2:9]1)[C:2]1[CH:3]=[CH:4][CH:5]=[CH:6][CH:7]=1. The catalyst class is: 201. (2) Reactant: Br[C:2]1[CH:3]=[N:4][C:5]([C:8]2[CH:13]=[CH:12][CH:11]=[CH:10][CH:9]=2)=[CH:6][CH:7]=1.C([Li])CCC.[C:19]1([Ge:25](Cl)([C:32]2[CH:37]=[CH:36][CH:35]=[CH:34][CH:33]=2)[C:26]2[CH:31]=[CH:30][CH:29]=[CH:28][CH:27]=2)[CH:24]=[CH:23][CH:22]=[CH:21][CH:20]=1.O. Product: [C:32]1([Ge:25]([C:19]2[CH:20]=[CH:21][CH:22]=[CH:23][CH:24]=2)([C:26]2[CH:31]=[CH:30][CH:29]=[CH:28][CH:27]=2)[C:2]2[CH:3]=[N:4][C:5]([C:8]3[CH:13]=[CH:12][CH:11]=[CH:10][CH:9]=3)=[CH:6][CH:7]=2)[CH:33]=[CH:34][CH:35]=[CH:36][CH:37]=1. The catalyst class is: 7. (3) Reactant: [Cl:1][C:2]1[CH:3]=[C:4]([C:10]2([C:25]([F:28])([F:27])[F:26])[O:14][N:13]=[C:12]([C:15]3[CH:23]=[CH:22][C:18]([C:19]([OH:21])=O)=[C:17]([CH3:24])[CH:16]=3)[CH2:11]2)[CH:5]=[C:6]([Cl:9])[C:7]=1[F:8].CN(C(ON1N=NC2C=CC=NC1=2)=[N+](C)C)C.F[P-](F)(F)(F)(F)F.CCN(C(C)C)C(C)C.Cl.[NH2:63][CH2:64][CH2:65][C:66]1[CH:67]=[CH:68][C:69]2[C:73]([CH3:75])([CH3:74])[O:72][B:71]([OH:76])[C:70]=2[CH:77]=1. Product: [Cl:9][C:6]1[CH:5]=[C:4]([C:10]2([C:25]([F:28])([F:26])[F:27])[O:14][N:13]=[C:12]([C:15]3[CH:23]=[CH:22][C:18]([C:19]([NH:63][CH2:64][CH2:65][C:66]4[CH:67]=[CH:68][C:69]5[C:73]([CH3:74])([CH3:75])[O:72][B:71]([OH:76])[C:70]=5[CH:77]=4)=[O:21])=[C:17]([CH3:24])[CH:16]=3)[CH2:11]2)[CH:3]=[C:2]([Cl:1])[C:7]=1[F:8]. The catalyst class is: 18. (4) Reactant: [N:1]1[CH:6]=[CH:5][CH:4]=[C:3]([C:7]2[CH:8]=[C:9]([CH:14]=[CH:15][CH:16]=2)[C:10]([O:12]C)=[O:11])[CH:2]=1.[OH-].[Na+]. Product: [N:1]1[CH:6]=[CH:5][CH:4]=[C:3]([C:7]2[CH:8]=[C:9]([CH:14]=[CH:15][CH:16]=2)[C:10]([OH:12])=[O:11])[CH:2]=1. The catalyst class is: 5. (5) Reactant: [Cl:1][C:2]1[CH:7]=[CH:6][C:5]([S:8]([CH:11]([C:24]2[CH:29]=[C:28]([F:30])[CH:27]=[CH:26][C:25]=2[F:31])[C:12]2[N:17]=[CH:16][C:15]([CH2:18][CH2:19][C:20]([O:22]C)=[O:21])=[CH:14][CH:13]=2)(=[O:10])=[O:9])=[CH:4][CH:3]=1.[OH-].[Li+].S(=O)(=O)(O)[O-].[Na+]. Product: [Cl:1][C:2]1[CH:7]=[CH:6][C:5]([S:8]([CH:11]([C:24]2[CH:29]=[C:28]([F:30])[CH:27]=[CH:26][C:25]=2[F:31])[C:12]2[N:17]=[CH:16][C:15]([CH2:18][CH2:19][C:20]([OH:22])=[O:21])=[CH:14][CH:13]=2)(=[O:10])=[O:9])=[CH:4][CH:3]=1. The catalyst class is: 7. (6) Reactant: [F:1][C:2]1[CH:3]=[C:4]([CH2:9][CH2:10][CH:11]2[CH2:13][O:12]2)[CH:5]=[C:6]([F:8])[CH:7]=1.[C:14]([C:18]1[CH:19]=[C:20]([C:24]2([NH2:34])[CH2:32][CH2:31][C:30]3[C:26](=[CH:27][N:28]([CH3:33])[N:29]=3)[CH2:25]2)[CH:21]=[CH:22][CH:23]=1)([CH3:17])([CH3:16])[CH3:15]. Product: [NH4+:28].[OH-:12].[C:14]([C:18]1[CH:19]=[C:20]([C:24]2([NH:34][CH2:13][CH:11]([OH:12])[CH2:10][CH2:9][C:4]3[CH:3]=[C:2]([F:1])[CH:7]=[C:6]([F:8])[CH:5]=3)[CH2:32][CH2:31][C:30]3[C:26](=[CH:27][N:28]([CH3:33])[N:29]=3)[CH2:25]2)[CH:21]=[CH:22][CH:23]=1)([CH3:17])([CH3:15])[CH3:16]. The catalyst class is: 32. (7) Reactant: [NH:1]1[C:9]2[C:4](=[N:5][CH:6]=[CH:7][CH:8]=2)[C:3]([NH2:10])=[CH:2]1.Cl.Cl[CH2:13][CH2:14][NH:15][CH2:16][CH2:17]Cl.C([O-])([O-])=O.[Na+].[Na+]. Product: [N:10]1([C:3]2[C:4]3=[N:5][CH:6]=[CH:7][CH:8]=[C:9]3[NH:1][CH:2]=2)[CH2:17][CH2:16][NH:15][CH2:14][CH2:13]1. The catalyst class is: 41.